From a dataset of NCI-60 drug combinations with 297,098 pairs across 59 cell lines. Regression. Given two drug SMILES strings and cell line genomic features, predict the synergy score measuring deviation from expected non-interaction effect. (1) Drug 2: CC(CN1CC(=O)NC(=O)C1)N2CC(=O)NC(=O)C2. Synergy scores: CSS=10.6, Synergy_ZIP=-2.19, Synergy_Bliss=4.19, Synergy_Loewe=4.10, Synergy_HSA=3.53. Drug 1: C1CC(=O)NC(=O)C1N2CC3=C(C2=O)C=CC=C3N. Cell line: MDA-MB-435. (2) Drug 1: CS(=O)(=O)C1=CC(=C(C=C1)C(=O)NC2=CC(=C(C=C2)Cl)C3=CC=CC=N3)Cl. Drug 2: C1C(C(OC1N2C=NC3=C2NC=NCC3O)CO)O. Cell line: SK-MEL-5. Synergy scores: CSS=5.67, Synergy_ZIP=3.41, Synergy_Bliss=9.84, Synergy_Loewe=4.33, Synergy_HSA=5.31. (3) Drug 1: C1CCC(C1)C(CC#N)N2C=C(C=N2)C3=C4C=CNC4=NC=N3. Drug 2: C1CC(=O)NC(=O)C1N2CC3=C(C2=O)C=CC=C3N. Cell line: RXF 393. Synergy scores: CSS=0.629, Synergy_ZIP=-2.11, Synergy_Bliss=-2.72, Synergy_Loewe=-3.01, Synergy_HSA=-2.99. (4) Drug 1: CC1=C(C=C(C=C1)NC(=O)C2=CC=C(C=C2)CN3CCN(CC3)C)NC4=NC=CC(=N4)C5=CN=CC=C5. Drug 2: C1C(C(OC1N2C=NC3=C2NC=NCC3O)CO)O. Cell line: MALME-3M. Synergy scores: CSS=-7.25, Synergy_ZIP=2.97, Synergy_Bliss=1.78, Synergy_Loewe=-6.61, Synergy_HSA=-4.60. (5) Drug 1: CC1=C(C(CCC1)(C)C)C=CC(=CC=CC(=CC(=O)O)C)C. Drug 2: CC1=C2C(C(=O)C3(C(CC4C(C3C(C(C2(C)C)(CC1OC(=O)C(C(C5=CC=CC=C5)NC(=O)OC(C)(C)C)O)O)OC(=O)C6=CC=CC=C6)(CO4)OC(=O)C)O)C)O. Cell line: T-47D. Synergy scores: CSS=9.98, Synergy_ZIP=6.47, Synergy_Bliss=9.32, Synergy_Loewe=8.13, Synergy_HSA=8.65. (6) Drug 1: CN(C)N=NC1=C(NC=N1)C(=O)N. Drug 2: C1=CC(=CC=C1CCCC(=O)O)N(CCCl)CCCl. Cell line: SK-MEL-5. Synergy scores: CSS=25.2, Synergy_ZIP=-5.36, Synergy_Bliss=-1.86, Synergy_Loewe=-7.87, Synergy_HSA=-2.42.